The task is: Predict which catalyst facilitates the given reaction.. This data is from Catalyst prediction with 721,799 reactions and 888 catalyst types from USPTO. Reactant: [C:1]([CH2:3][C:4]([OH:6])=O)#[N:2].CCN=C=NCCCN(C)C.Cl.C1C=CC2N(O)N=NC=2C=1.[Cl:29][C:30]1[CH:53]=[CH:52][C:33]([C:34]([NH:36][C:37]2[N:41]([CH2:42][CH:43]3[CH2:47][CH2:46][CH2:45][NH:44]3)[C:40]3[CH:48]=[CH:49][CH:50]=[CH:51][C:39]=3[N:38]=2)=[O:35])=[CH:32][CH:31]=1. Product: [Cl:29][C:30]1[CH:31]=[CH:32][C:33]([C:34]([NH:36][C:37]2[N:41]([CH2:42][CH:43]3[CH2:47][CH2:46][CH2:45][N:44]3[C:4](=[O:6])[CH2:3][C:1]#[N:2])[C:40]3[CH:48]=[CH:49][CH:50]=[CH:51][C:39]=3[N:38]=2)=[O:35])=[CH:52][CH:53]=1. The catalyst class is: 34.